This data is from Full USPTO retrosynthesis dataset with 1.9M reactions from patents (1976-2016). The task is: Predict the reactants needed to synthesize the given product. (1) The reactants are: [Cl:1][C:2]1[CH:7]=[C:6]([Cl:8])[CH:5]=[CH:4][C:3]=1[C:9]1[N:10]=[C:11]([C:14]2[CH:19]=[CH:18][C:17]([O:20][CH3:21])=[CH:16][CH:15]=2)[NH:12][CH:13]=1.[Br:22][C:23]1[CH:30]=[CH:29][C:26]([CH2:27]Br)=[CH:25][CH:24]=1. Given the product [Br:22][C:23]1[CH:30]=[CH:29][C:26]([CH2:27][N:12]2[CH:13]=[C:9]([C:3]3[CH:4]=[CH:5][C:6]([Cl:8])=[CH:7][C:2]=3[Cl:1])[N:10]=[C:11]2[C:14]2[CH:19]=[CH:18][C:17]([O:20][CH3:21])=[CH:16][CH:15]=2)=[CH:25][CH:24]=1, predict the reactants needed to synthesize it. (2) Given the product [Cl:30][C:18]1[CH:17]=[C:16]([NH:15][C:13]2[N:12]=[CH:11][N:10]=[C:9]3[NH:8][N:7]=[C:6]([O:5][CH2:4][CH2:3][CH2:2][N:35]4[CH2:36][CH2:37][CH:32]([OH:31])[CH2:33][CH2:34]4)[C:14]=23)[CH:21]=[CH:20][C:19]=1[O:22][CH2:23][C:24]1[CH:29]=[CH:28][CH:27]=[CH:26][N:25]=1, predict the reactants needed to synthesize it. The reactants are: Cl[CH2:2][CH2:3][CH2:4][O:5][C:6]1[C:14]2[C:9](=[N:10][CH:11]=[N:12][C:13]=2[NH:15][C:16]2[CH:21]=[CH:20][C:19]([O:22][CH2:23][C:24]3[CH:29]=[CH:28][CH:27]=[CH:26][N:25]=3)=[C:18]([Cl:30])[CH:17]=2)[NH:8][N:7]=1.[OH:31][CH:32]1[CH2:37][CH2:36][NH:35][CH2:34][CH2:33]1.